This data is from Forward reaction prediction with 1.9M reactions from USPTO patents (1976-2016). The task is: Predict the product of the given reaction. (1) Given the reactants [CH:1]([C:3]1[CH:4]=[C:5]([CH:9]=[CH:10][C:11]=1[O:12][CH:13]([CH3:18])[C:14]([F:17])([F:16])[F:15])[C:6]([OH:8])=[O:7])=[O:2].[C:19]([O-])([O-])=O.[K+].[K+].IC, predict the reaction product. The product is: [CH:1]([C:3]1[CH:4]=[C:5]([CH:9]=[CH:10][C:11]=1[O:12][CH:13]([CH3:18])[C:14]([F:16])([F:15])[F:17])[C:6]([O:8][CH3:19])=[O:7])=[O:2]. (2) Given the reactants [CH3:1][C:2]1[CH:3]=[CH:4][C:5]([C:8]2[N:12]([C:13]3[CH:14]=[CH:15][C:16]([S:19]([NH2:22])(=[O:21])=[O:20])=[CH:17][CH:18]=3)[N:11]=[C:10]([C:23]([F:26])([F:25])[F:24])[CH:9]=2)=[CH:6][CH:7]=1.[C:27]1(=[O:34])[O:33][C:31](=[O:32])[CH2:30][CH2:29][CH2:28]1.C(N(CC)C(C)C)(C)C, predict the reaction product. The product is: [O:34]=[C:27]([NH:22][S:19]([C:16]1[CH:15]=[CH:14][C:13]([N:12]2[C:8]([C:5]3[CH:6]=[CH:7][C:2]([CH3:1])=[CH:3][CH:4]=3)=[CH:9][C:10]([C:23]([F:24])([F:26])[F:25])=[N:11]2)=[CH:18][CH:17]=1)(=[O:21])=[O:20])[CH2:28][CH2:29][CH2:30][C:31]([OH:33])=[O:32]. (3) Given the reactants [F:1][C:2]1[CH:7]=[C:6]([F:8])[CH:5]=[CH:4][C:3]=1[C:9]1[N:10]([S:19]([C:22]2[CH:27]=[CH:26][CH:25]=[C:24]([F:28])[CH:23]=2)(=[O:21])=[O:20])[CH:11]=[C:12]2[CH:16]([NH:17][CH3:18])[CH2:15][CH2:14][C:13]=12.[C:29](=[O:49])(OC1C=CC([N+]([O-])=O)=CC=1)[O:30][CH2:31][C:32]1[O:33][C:34](=[O:38])[O:35][C:36]=1[CH3:37].O, predict the reaction product. The product is: [F:1][C:2]1[CH:7]=[C:6]([F:8])[CH:5]=[CH:4][C:3]=1[C:9]1[N:10]([S:19]([C:22]2[CH:27]=[CH:26][CH:25]=[C:24]([F:28])[CH:23]=2)(=[O:21])=[O:20])[CH:11]=[C:12]2[CH:16]([N:17]([CH3:18])[C:29](=[O:49])[O:30][CH2:31][C:32]3[O:33][C:34](=[O:38])[O:35][C:36]=3[CH3:37])[CH2:15][CH2:14][C:13]=12. (4) Given the reactants [CH2:1]([N:8]1[C:16]2[C:11](=[N:12][C:13](Cl)=[CH:14][CH:15]=2)[CH:10]=[C:9]1[C:18]1[S:22][CH:21]=[N:20][CH:19]=1)[C:2]1[CH:7]=[CH:6][CH:5]=[CH:4][CH:3]=1.[NH:23]([C:32](OC(C)(C)C)=O)[NH:24]C(OC(C)(C)C)=O.[C:39]([O-])([O-])=O.[Cs+].[Cs+], predict the reaction product. The product is: [CH2:1]([N:8]1[C:16]2[CH:15]=[CH:14][C:13]3[N:12]([C:32]([CH3:39])=[N:23][N:24]=3)[C:11]=2[CH:10]=[C:9]1[C:18]1[S:22][CH:21]=[N:20][CH:19]=1)[C:2]1[CH:7]=[CH:6][CH:5]=[CH:4][CH:3]=1. (5) Given the reactants [Br:1][C:2]1[CH:9]=[CH:8][C:5]([C:6]#[N:7])=[C:4]([F:10])[CH:3]=1.[CH3:11][O-:12].[Na+], predict the reaction product. The product is: [Br:1][C:2]1[CH:9]=[CH:8][C:5]([C:6](=[NH:7])[O:12][CH3:11])=[C:4]([F:10])[CH:3]=1. (6) Given the reactants Br[C:2]1[CH:7]=[CH:6][C:5]([C:8]2[CH:12]=[C:11]([CH2:13][CH2:14][OH:15])[O:10][N:9]=2)=[C:4]([C:16]([F:19])([F:18])[F:17])[CH:3]=1.[CH:20]1(B(O)O)[CH2:22][CH2:21]1.C(N(C(C)C)CC)(C)C.[OH-].[Na+].S(=O)(=O)(O)O, predict the reaction product. The product is: [CH:20]1([C:2]2[CH:7]=[CH:6][C:5]([C:8]3[CH:12]=[C:11]([CH2:13][CH2:14][OH:15])[O:10][N:9]=3)=[C:4]([C:16]([F:19])([F:18])[F:17])[CH:3]=2)[CH2:22][CH2:21]1. (7) Given the reactants [NH2:1][C:2]1[CH:7]=[CH:6][C:5]([C:8]([CH3:24])([CH3:23])[CH2:9][NH:10][C:11]([C:13]2[C:21]3[C:16](=[CH:17][CH:18]=[CH:19][CH:20]=3)[N:15]([CH3:22])[N:14]=2)=[O:12])=[C:4]([Cl:25])[CH:3]=1.[CH3:26][O:27][C:28]1[CH:29]=[C:30]([CH:34]=[CH:35][C:36]=1[O:37][CH3:38])[C:31](Cl)=[O:32].C(N(CC)CC)C, predict the reaction product. The product is: [Cl:25][C:4]1[CH:3]=[C:2]([NH:1][C:31](=[O:32])[C:30]2[CH:34]=[CH:35][C:36]([O:37][CH3:38])=[C:28]([O:27][CH3:26])[CH:29]=2)[CH:7]=[CH:6][C:5]=1[C:8]([CH3:23])([CH3:24])[CH2:9][NH:10][C:11]([C:13]1[C:21]2[C:16](=[CH:17][CH:18]=[CH:19][CH:20]=2)[N:15]([CH3:22])[N:14]=1)=[O:12].